Regression. Given a peptide amino acid sequence and an MHC pseudo amino acid sequence, predict their binding affinity value. This is MHC class I binding data. From a dataset of Peptide-MHC class I binding affinity with 185,985 pairs from IEDB/IMGT. (1) The peptide sequence is KYFDDVTAF. The MHC is HLA-B08:03 with pseudo-sequence HLA-B08:03. The binding affinity (normalized) is 0.0847. (2) The peptide sequence is MGEDGCWYGM. The MHC is HLA-A32:01 with pseudo-sequence HLA-A32:01. The binding affinity (normalized) is 0.0291. (3) The peptide sequence is EYADVFHLY. The MHC is HLA-A23:01 with pseudo-sequence HLA-A23:01. The binding affinity (normalized) is 0.522. (4) The peptide sequence is ALIARCWYL. The MHC is HLA-A02:03 with pseudo-sequence HLA-A02:03. The binding affinity (normalized) is 0.738. (5) The peptide sequence is HEGYEEFTMV. The MHC is Mamu-A11 with pseudo-sequence Mamu-A11. The binding affinity (normalized) is 0.746. (6) The peptide sequence is MGKTITDVK. The MHC is HLA-A26:03 with pseudo-sequence HLA-A26:03. The binding affinity (normalized) is 0.0847.